From a dataset of Catalyst prediction with 721,799 reactions and 888 catalyst types from USPTO. Predict which catalyst facilitates the given reaction. (1) Reactant: [Cl:1][C:2]1[CH:8]=[C:7]([O:9][C:10]2[C:11]3[N:18]([CH3:19])[CH:17]=[CH:16][C:12]=3[N:13]=[CH:14][N:15]=2)[CH:6]=[CH:5][C:3]=1[NH2:4].N1C=CC=CC=1.Cl[C:27](OC1C=CC=CC=1)=[O:28].[CH3:36][N:37]1[CH2:42][CH2:41][N:40]([CH2:43][C:44]2[CH:50]=[CH:49][C:47]([NH2:48])=[CH:46][C:45]=2[C:51]([F:54])([F:53])[F:52])[CH2:39][CH2:38]1. The catalyst class is: 60. Product: [Cl:1][C:2]1[CH:8]=[C:7]([O:9][C:10]2[C:11]3[N:18]([CH3:19])[CH:17]=[CH:16][C:12]=3[N:13]=[CH:14][N:15]=2)[CH:6]=[CH:5][C:3]=1[NH:4][C:27]([NH:48][C:47]1[CH:49]=[CH:50][C:44]([CH2:43][N:40]2[CH2:41][CH2:42][N:37]([CH3:36])[CH2:38][CH2:39]2)=[C:45]([C:51]([F:54])([F:52])[F:53])[CH:46]=1)=[O:28]. (2) Product: [F:31][C:32]1[CH:39]=[CH:38][CH:37]=[CH:36][C:33]=1[CH2:34][N:8]1[CH:5]2[CH2:6][CH2:7][CH:1]1[CH:2]([NH:9][C:10]([N:12]1[CH2:17][CH2:16][C:15]3[NH:18][N:19]=[C:20]([C:21]4[CH:22]=[C:23]5[C:27](=[CH:28][CH:29]=4)[N:26]([CH3:30])[N:25]=[CH:24]5)[C:14]=3[CH2:13]1)=[O:11])[CH2:3][CH2:4]2. Reactant: [C@H:1]12[NH:8][C@H:5]([CH2:6][CH2:7]1)[CH2:4][CH2:3][CH:2]2[NH:9][C:10]([N:12]1[CH2:17][CH2:16][C:15]2[NH:18][N:19]=[C:20]([C:21]3[CH:22]=[C:23]4[C:27](=[CH:28][CH:29]=3)[N:26]([CH3:30])[N:25]=[CH:24]4)[C:14]=2[CH2:13]1)=[O:11].[F:31][C:32]1[CH:39]=[CH:38][CH:37]=[CH:36][C:33]=1[CH2:34]Br.C(N(C(C)C)CC)(C)C. The catalyst class is: 4. (3) Reactant: [N:1]1[CH:6]=[CH:5][C:4]([C:7]2[CH:15]=[CH:14][CH:13]=[C:12]3[C:8]=2[C:9]([NH2:16])=[N:10][NH:11]3)=[CH:3][CH:2]=1.CC1(C)OC(=O)[CH:21]([C:25]([CH:27]2[CH2:32][CH2:31][N:30]([C:33]([O:35][C:36]([CH3:39])([CH3:38])[CH3:37])=[O:34])[CH2:29][CH2:28]2)=[O:26])[C:20](=O)[O:19]1. Product: [O:19]=[C:20]([NH:16][C:9]1[C:8]2[C:12](=[CH:13][CH:14]=[CH:15][C:7]=2[C:4]2[CH:3]=[CH:2][N:1]=[CH:6][CH:5]=2)[NH:11][N:10]=1)[CH2:21][C:25]([CH:27]1[CH2:28][CH2:29][N:30]([C:33]([O:35][C:36]([CH3:39])([CH3:38])[CH3:37])=[O:34])[CH2:31][CH2:32]1)=[O:26]. The catalyst class is: 10. (4) The catalyst class is: 19. Reactant: [N:1]1([CH2:7][C:8]([N:10]([C:12]2[CH:17]=[CH:16][C:15]([N+:18]([O-])=O)=[CH:14][CH:13]=2)[CH3:11])=[O:9])[CH2:6][CH2:5][CH2:4][CH2:3][CH2:2]1. Product: [N:1]1([CH2:7][C:8]([N:10]([C:12]2[CH:13]=[CH:14][C:15]([NH2:18])=[CH:16][CH:17]=2)[CH3:11])=[O:9])[CH2:6][CH2:5][CH2:4][CH2:3][CH2:2]1. (5) Reactant: [OH:1][C:2]1([C:22]([F:25])([F:24])[F:23])[N:6]([C:7]2[CH:15]=[CH:14][C:10]([C:11]([OH:13])=[O:12])=[CH:9][N:8]=2)[N:5]=[C:4]([C:16]2[CH:17]=[N:18][CH:19]=[CH:20][CH:21]=2)[CH2:3]1.[CH2:26]([NH2:32])[CH2:27][CH2:28][CH2:29][CH2:30][CH3:31].CN(C)CCCN=C=NCC.O.ON1C2C=CC=CC=2N=N1.C(N(C(C)C)CC)(C)C.C(=O)(O)[O-].[Na+]. Product: [OH:1][C:2]1([C:22]([F:25])([F:24])[F:23])[N:6]([C:7]2[CH:15]=[CH:14][C:10]([C:11]([OH:13])=[O:12])=[CH:9][N:8]=2)[N:5]=[C:4]([C:16]2[CH:17]=[N:18][CH:19]=[CH:20][CH:21]=2)[CH2:3]1.[CH2:26]([NH:32][C:11](=[O:13])[C:10]1[CH:14]=[CH:15][C:7]([N:6]2[C:2]([OH:1])([C:22]([F:23])([F:25])[F:24])[CH2:3][C:4]([C:16]3[CH:17]=[N:18][CH:19]=[CH:20][CH:21]=3)=[N:5]2)=[N:8][CH:9]=1)[CH2:27][CH2:28][CH2:29][CH2:30][CH3:31]. The catalyst class is: 9. (6) Reactant: [C:1]([C:5]1[S:6][CH:7]=[C:8]([C:10]2[CH:15]=[CH:14][N:13]=[C:12]([S:16][CH3:17])[N:11]=2)[N:9]=1)([CH3:4])([CH3:3])[CH3:2].[Br:18]Br. Product: [Br:18][C:7]1[S:6][C:5]([C:1]([CH3:4])([CH3:2])[CH3:3])=[N:9][C:8]=1[C:10]1[CH:15]=[CH:14][N:13]=[C:12]([S:16][CH3:17])[N:11]=1. The catalyst class is: 52. (7) Reactant: C(O)C.C([BH3-])#N.[Na+].[CH2:8]([O:10][C:11]1[CH:34]=[CH:33][C:14]([O:15][CH2:16][CH:17]2[CH2:22][CH2:21][CH:20]([CH:23](C=O)[CH2:24][CH2:25][C:26]([O:28][CH2:29]C)=[O:27])[CH2:19][CH2:18]2)=[C:13]([F:35])[C:12]=1[F:36])[CH3:9].Cl. Product: [CH2:8]([O:10][C:11]1[CH:34]=[CH:33][C:14]([O:15][CH2:16][CH:17]2[CH2:22][CH2:21][CH:20]([CH:23]3[CH2:29][O:28][C:26](=[O:27])[CH2:25][CH2:24]3)[CH2:19][CH2:18]2)=[C:13]([F:35])[C:12]=1[F:36])[CH3:9]. The catalyst class is: 6.